From a dataset of Full USPTO retrosynthesis dataset with 1.9M reactions from patents (1976-2016). Predict the reactants needed to synthesize the given product. (1) Given the product [CH3:1][C:2]1[CH:7]=[CH:6][C:5](/[CH:8]=[CH:9]\[CH:15]([S:16][CH:15](/[CH:9]=[CH:8]\[C:5]2[CH:6]=[CH:7][C:2]([CH3:1])=[CH:3][CH:4]=2)[C:14]2[CH:17]=[CH:18][C:11]([F:10])=[CH:12][CH:13]=2)[C:14]2[CH:17]=[CH:18][C:11]([F:10])=[CH:12][CH:13]=2)=[CH:4][CH:3]=1, predict the reactants needed to synthesize it. The reactants are: [CH3:1][C:2]1[CH:7]=[CH:6][C:5]([C:8]#[CH:9])=[CH:4][CH:3]=1.[F:10][C:11]1[CH:18]=[CH:17][C:14]([CH2:15][SH:16])=[CH:13][CH:12]=1.[Na]. (2) The reactants are: [CH:1]1([C:4]2[CH:5]=[C:6]([C:14](=O)C(C3C=CC=C(C4CC4)C=3)=O)[CH:7]=[CH:8][C:9]=2[O:10][CH:11]([F:13])[F:12])[CH2:3][CH2:2]1.Cl.[CH3:28][NH:29][C:30]([NH2:32])=[NH:31].[C:33](=[O:36])([O-])[O-].[Na+].[Na+]. Given the product [NH2:31][C:30]1[N:29]([CH3:28])[C:33](=[O:36])[C:14]([C:6]2[CH:7]=[CH:8][C:9]([O:10][CH:11]([F:12])[F:13])=[C:4]([CH:1]3[CH2:2][CH2:3]3)[CH:5]=2)([C:8]2[CH:7]=[CH:6][CH:5]=[C:4]([CH:1]3[CH2:3][CH2:2]3)[CH:9]=2)[N:32]=1, predict the reactants needed to synthesize it.